This data is from Peptide-MHC class II binding affinity with 134,281 pairs from IEDB. The task is: Regression. Given a peptide amino acid sequence and an MHC pseudo amino acid sequence, predict their binding affinity value. This is MHC class II binding data. (1) The peptide sequence is TPALGKDTVAVSGKWY. The binding affinity (normalized) is 0.0976. The MHC is DRB4_0101 with pseudo-sequence DRB4_0103. (2) The peptide sequence is THSWEYWGAQLNAMK. The MHC is DRB1_1101 with pseudo-sequence DRB1_1101. The binding affinity (normalized) is 0.327. (3) The peptide sequence is ASNPNYLAILVKYVD. The MHC is HLA-DPA10201-DPB10101 with pseudo-sequence HLA-DPA10201-DPB10101. The binding affinity (normalized) is 0.531. (4) The peptide sequence is NYLALLVKYVNGDGD. The MHC is DRB1_0301 with pseudo-sequence DRB1_0301. The binding affinity (normalized) is 0.0391. (5) The peptide sequence is ISATPEWATPFPHRK. The MHC is DRB3_0101 with pseudo-sequence DRB3_0101. The binding affinity (normalized) is 0.177. (6) The peptide sequence is IASLFAAAGLAAAAP. The MHC is DRB1_0901 with pseudo-sequence DRB1_0901. The binding affinity (normalized) is 0.619. (7) The peptide sequence is YDKFLANVSTVLTCK. The MHC is DRB1_1602 with pseudo-sequence DRB1_1602. The binding affinity (normalized) is 0.749.